From a dataset of Forward reaction prediction with 1.9M reactions from USPTO patents (1976-2016). Predict the product of the given reaction. Given the reactants [Si:1]([C:5]#[CH:6])([CH3:4])([CH3:3])[CH3:2].[Li]CCCC.[CH3:12][CH2:13][C:14](=[O:17])[CH2:15][CH3:16], predict the reaction product. The product is: [CH2:13]([C:14]([OH:17])([CH2:15][CH3:16])[C:6]#[C:5][Si:1]([CH3:4])([CH3:3])[CH3:2])[CH3:12].